From a dataset of Experimentally validated miRNA-target interactions with 360,000+ pairs, plus equal number of negative samples. Binary Classification. Given a miRNA mature sequence and a target amino acid sequence, predict their likelihood of interaction. (1) The miRNA is hsa-miR-8087 with sequence GAAGACUUCUUGGAUUACAGGGG. The protein sequence of the target gene is MVVDFCRRFVARSLCIILMKHFCSSSVSEDLGCRRGDFSRKHYGSVELLISSDADGAIQRAGRFRVENGSSDENATALPGTWRRTDVHLENPEYHTRWYFKYFLGQVHQNYIGNDAEKSPFFLSVTLSDQNNQRVPQYRAILWRKTGTQKICLPYSPTKTLSVKSILSAMNLDKFEKGPREIFHPEIQKDLLVLEEQEGSVNFKFGVLFAKDGQLTDDEMFSNEIGSEPFQKFLNLLGDTITLKGWTGYRGGLDTKNDTTGIHSVYTVYQGHEIMFHVSTMLPYSKENKQQVERKRHIGN.... Result: 0 (no interaction). (2) The miRNA is hsa-miR-6795-5p with sequence UGGGGGGACAGGAUGAGAGGCUGU. The protein sequence of the target gene is MRGVSAHGLSHEERRQLAVDLTRVLAHYRSILDAYIIEFFTDSPWGTLPHSWQEALDGLNPPQLATLLLGMPRDGEEMRYRSVWPLTLLALKSTACALAFTRTPGFHTPSEFLENPSQSSRLTAPFRKHVKPKKQHEIRRLGELVKKLSDLTGCTQVVDVGSGQGHLSRFMSLGLGLMVKSLEGNQRLVKRAQHLDQELLKALDKMEKRHPKMVQRGPRHRPHHVVQWVSPTTLCEELLLPLERPGQSSARLLLTGLHACGDLSVALLRHFCCCPEVVALASVGCCYMKLSDPGSYPLSQ.... Result: 0 (no interaction).